Dataset: Retrosynthesis with 50K atom-mapped reactions and 10 reaction types from USPTO. Task: Predict the reactants needed to synthesize the given product. Given the product CC(C)(C)OC(=O)NCCNC(=O)C[C@H](CCCNC(=O)OCc1ccccc1)NC(=O)OC(C)(C)C, predict the reactants needed to synthesize it. The reactants are: CC(C)(C)OC(=O)NCCN.CC(C)(C)OC(=O)N[C@@H](CCCNC(=O)OCc1ccccc1)CC(=O)O.